The task is: Predict the reactants needed to synthesize the given product.. This data is from Full USPTO retrosynthesis dataset with 1.9M reactions from patents (1976-2016). (1) The reactants are: [C:1]([O:5][C:6]([N:8]([C:25]1[CH:30]=[C:29]([N:31]2[CH2:36][CH2:35][N:34]([C:37]([O:39][C:40]([CH3:43])([CH3:42])[CH3:41])=[O:38])[CH2:33][CH2:32]2)[N:28]=[C:27](Cl)[N:26]=1)[C:9]1[CH:10]=[C:11]2[C:15](=[CH:16][CH:17]=1)[N:14]([C:18]([O:20][C:21]([CH3:24])([CH3:23])[CH3:22])=[O:19])[N:13]=[CH:12]2)=[O:7])([CH3:4])([CH3:3])[CH3:2].[CH3:45][O:46][C:47]1[CH:48]=[C:49](B(O)O)[CH:50]=[CH:51][CH:52]=1.C([O-])([O-])=O.[Na+].[Na+].O. Given the product [C:1]([O:5][C:6]([N:8]([C:25]1[CH:30]=[C:29]([N:31]2[CH2:36][CH2:35][N:34]([C:37]([O:39][C:40]([CH3:43])([CH3:42])[CH3:41])=[O:38])[CH2:33][CH2:32]2)[N:28]=[C:27]([C:51]2[CH:50]=[CH:49][CH:48]=[C:47]([O:46][CH3:45])[CH:52]=2)[N:26]=1)[C:9]1[CH:10]=[C:11]2[C:15](=[CH:16][CH:17]=1)[N:14]([C:18]([O:20][C:21]([CH3:24])([CH3:23])[CH3:22])=[O:19])[N:13]=[CH:12]2)=[O:7])([CH3:4])([CH3:3])[CH3:2], predict the reactants needed to synthesize it. (2) Given the product [C:17]([C:3]1([NH:6][S:7]([C:9]([CH3:12])([CH3:11])[CH3:10])=[O:8])[CH2:4][CH2:5][O:1][CH2:2]1)#[N:18], predict the reactants needed to synthesize it. The reactants are: [O:1]1[CH2:5][CH2:4][C:3](=[N:6][S:7]([C:9]([CH3:12])([CH3:11])[CH3:10])=[O:8])[CH2:2]1.[Si]([C:17]#[N:18])(C)(C)C. (3) Given the product [CH2:1]([O:3][C:4](=[O:19])[C:5]([CH3:18])([CH3:17])[CH2:6][C:7]#[CH:8])[CH3:2], predict the reactants needed to synthesize it. The reactants are: [CH2:1]([O:3][C:4](=[O:19])[C:5]([CH3:18])([CH3:17])[CH2:6][C:7]1NC2C(=NC(Cl)=CC=2)[CH:8]=1)[CH3:2].ClC1C=CC(CCl)=CC=1.C([O-])([O-])=O.[Cs+].[Cs+]. (4) Given the product [C:8]([C:7]1[CH:6]=[CH:5][C:4]([NH:10][C@H:11]([C:15]2[CH:20]=[CH:19][CH:18]=[CH:17][CH:16]=2)[C:12]([NH2:14])=[O:13])=[CH:3][C:2]=1[NH:22][C:23]1[S:27][N:26]=[C:25]([CH3:28])[CH:24]=1)#[N:9], predict the reactants needed to synthesize it. The reactants are: Br[C:2]1[CH:3]=[C:4]([NH:10][C@H:11]([C:15]2[CH:20]=[CH:19][CH:18]=[CH:17][CH:16]=2)[C:12]([NH2:14])=[O:13])[CH:5]=[CH:6][C:7]=1[C:8]#[N:9].Cl.[NH2:22][C:23]1[S:27][N:26]=[C:25]([CH3:28])[CH:24]=1.C1C=CC(P(C2C(C3C(P(C4C=CC=CC=4)C4C=CC=CC=4)=CC=C4C=3C=CC=C4)=C3C(C=CC=C3)=CC=2)C2C=CC=CC=2)=CC=1.C([O-])([O-])=O.[K+].[K+]. (5) Given the product [CH3:1][O:2][CH2:3][C:4]([C:7]1[CH:8]=[CH:9][C:10]([NH2:13])=[CH:11][CH:12]=1)([CH3:6])[CH3:5], predict the reactants needed to synthesize it. The reactants are: [CH3:1][O:2][CH2:3][C:4]([C:7]1[CH:12]=[CH:11][C:10]([N+:13]([O-])=O)=[CH:9][CH:8]=1)([CH3:6])[CH3:5].CC(O)=O. (6) Given the product [CH2:15]([C:7]1[S:6][C:5]([NH:4][C:1](=[O:3])[CH3:2])=[N:9][C:8]=1[CH:10]=[O:11])[C:16]1[CH:21]=[CH:20][CH:19]=[CH:18][CH:17]=1, predict the reactants needed to synthesize it. The reactants are: [C:1]([NH:4][C:5]1[S:6][C:7]([CH2:15][C:16]2[CH:21]=[CH:20][CH:19]=[CH:18][CH:17]=2)=[C:8]([C:10](OCC)=[O:11])[N:9]=1)(=[O:3])[CH3:2].[BH4-].[Li+]. (7) Given the product [CH:17]1([C:21]([S:4][C:3]2[CH:5]=[CH:6][CH:7]=[CH:8][C:2]=2[C:1]([OH:10])=[O:9])=[O:22])[CH2:20][CH2:19][CH2:18]1, predict the reactants needed to synthesize it. The reactants are: [C:1]([OH:10])(=[O:9])[C:2]1[C:3](=[CH:5][CH:6]=[CH:7][CH:8]=1)[SH:4].N1C=CC=CC=1.[CH:17]1([C:21](Cl)=[O:22])[CH2:20][CH2:19][CH2:18]1. (8) The reactants are: Cl[C:2]1[C:11]2[C:6](=[CH:7][CH:8]=[CH:9][CH:10]=2)[N:5]=[CH:4][C:3]=1[N+:12]([O-:14])=[O:13].[NH2:15][CH2:16][C:17]1([OH:20])[CH2:19][CH2:18]1.C(N(CC)CC)C. Given the product [NH2:15][CH2:16][C:17]1([OH:20])[CH2:19][CH2:18]1.[N+:12]([C:3]1[CH:4]=[N:5][C:6]2[C:11]([C:2]=1[NH:15][CH2:16][C:17]1([OH:20])[CH2:19][CH2:18]1)=[CH:10][CH:9]=[CH:8][CH:7]=2)([O-:14])=[O:13], predict the reactants needed to synthesize it.